From a dataset of Reaction yield outcomes from USPTO patents with 853,638 reactions. Predict the reaction yield, written as a fraction of the theoretical maximum amount of product (1.0 means a 100% yield; for example, 0.34 means a 34% yield). (1) The reactants are [NH2:1][C:2]1[CH:3]=[C:4]2[C:10]([C:11]3[C:16]([C:17]#[N:18])=[CH:15][N:14]=[C:13]([NH:19][CH:20]([CH3:22])[CH3:21])[N:12]=3)=[CH:9][N:8]([S:23]([C:26]3[CH:32]=[CH:31][C:29]([CH3:30])=[CH:28][CH:27]=3)(=[O:25])=[O:24])[C:5]2=[N:6][CH:7]=1.[C:33]1(B(O)O)[CH:38]=[CH:37][CH:36]=[CH:35][CH:34]=1.N1C=CC=CC=1. The catalyst is C(Cl)Cl.C([O-])(=O)C.[Cu+2].C([O-])(=O)C. The product is [CH:20]([NH:19][C:13]1[N:12]=[C:11]([C:10]2[C:4]3[C:5](=[N:6][CH:7]=[C:2]([NH:1][C:33]4[CH:38]=[CH:37][CH:36]=[CH:35][CH:34]=4)[CH:3]=3)[N:8]([S:23]([C:26]3[CH:27]=[CH:28][C:29]([CH3:30])=[CH:31][CH:32]=3)(=[O:24])=[O:25])[CH:9]=2)[C:16]([C:17]#[N:18])=[CH:15][N:14]=1)([CH3:21])[CH3:22]. The yield is 0.360. (2) The reactants are [C:1](I)([C:4]([C:7]([C:10]([C:13]([C:16]([C:19]([C:22]([C:25]([C:28]([F:31])([F:30])[F:29])([F:27])[F:26])([F:24])[F:23])([F:21])[F:20])([F:18])[F:17])([F:15])[F:14])([F:12])[F:11])([F:9])[F:8])([F:6])[F:5])([F:3])[F:2].Br[C:34]1[CH:39]=[C:38]([CH3:40])[CH:37]=[CH:36][C:35]=1[CH3:41].CS(C)=O.[I-].[K+]. The catalyst is [Cu].ClCCl. The product is [F:2][C:1]([F:3])([C:34]1[CH:39]=[C:38]([CH3:40])[CH:37]=[CH:36][C:35]=1[CH3:41])[C:4]([F:6])([F:5])[C:7]([F:9])([F:8])[C:10]([F:12])([F:11])[C:13]([F:15])([F:14])[C:16]([F:18])([F:17])[C:19]([F:21])([F:20])[C:22]([F:24])([F:23])[C:25]([F:27])([F:26])[C:28]([F:31])([F:30])[F:29]. The yield is 0.820. (3) The reactants are Cl[C:2]1[N:7]=[C:6]([NH:8][CH:9]2[CH2:11][CH2:10]2)[N:5]=[C:4]([C:12]2[CH:17]=[CH:16][C:15]([CH3:18])=[C:14]([O:19][CH3:20])[CH:13]=2)[C:3]=1[C:21]#[N:22].[SH:23][CH2:24][C:25]([NH2:27])=[O:26].C(=O)([O-])[O-].[Na+].[Na+].[O-]CC.[Na+]. The catalyst is C(O)C. The product is [NH2:22][C:21]1[C:3]2[C:4]([C:12]3[CH:17]=[CH:16][C:15]([CH3:18])=[C:14]([O:19][CH3:20])[CH:13]=3)=[N:5][C:6]([NH:8][CH:9]3[CH2:11][CH2:10]3)=[N:7][C:2]=2[S:23][C:24]=1[C:25]([NH2:27])=[O:26]. The yield is 0.550.